Dataset: Full USPTO retrosynthesis dataset with 1.9M reactions from patents (1976-2016). Task: Predict the reactants needed to synthesize the given product. (1) Given the product [C:1]1([N:7]2[S:25](=[O:27])(=[O:26])[NH:19][C:18]3[C:17]4[C:12](=[CH:13][CH:14]=[CH:15][N:16]=4)[CH:11]=[CH:10][C:9]=3[CH2:8]2)[CH:2]=[CH:3][CH:4]=[CH:5][CH:6]=1, predict the reactants needed to synthesize it. The reactants are: [C:1]1([NH:7][CH2:8][C:9]2[C:18]([NH2:19])=[C:17]3[C:12]([CH:13]=[CH:14][CH:15]=[N:16]3)=[CH:11][CH:10]=2)[CH:6]=[CH:5][CH:4]=[CH:3][CH:2]=1.N1([S:25](N2C=C[N+](C)=C2)(=[O:27])=[O:26])C=CN=C1.FC(F)(F)S([O-])(=O)=O. (2) Given the product [CH3:14][C:13]1[CH:12]=[CH:11][N:10]=[CH:9][C:8]=1[N:7]1[CH2:2][CH2:3][NH:4][C:5]1=[O:6], predict the reactants needed to synthesize it. The reactants are: Cl[CH2:2][CH2:3][NH:4][C:5]([NH:7][C:8]1[CH:9]=[N:10][CH:11]=[CH:12][C:13]=1[CH3:14])=[O:6].[H-].[Na+]. (3) Given the product [N+:1]([C:4]1[CH:5]=[C:6]2[CH:12]=[CH:11][NH:10][C:7]2=[N:8][CH:9]=1)([O-:3])=[O:2], predict the reactants needed to synthesize it. The reactants are: [N+:1]([C:4]1[CH:5]=[C:6]2[CH:12]=[CH:11][N:10](S(C3C=CC=CC=3)(=O)=O)[C:7]2=[N:8][CH:9]=1)([O-:3])=[O:2].CO.[OH-].[Na+]. (4) Given the product [N+:30]([C:27]1[CH:26]=[CH:25][C:24]([CH:22]([O:21][C:19]([NH:8][C:7]2[CH:1]=[CH:2][N:3]([C@@H:9]3[O:13][C@H:12]([CH2:14][OH:15])[C@@H:11]([OH:16])[C@@H:10]3[OH:17])[C:4](=[O:5])[N:6]=2)=[O:20])[CH3:23])=[CH:29][CH:28]=1)([O-:32])=[O:31], predict the reactants needed to synthesize it. The reactants are: [CH:1]1[C:7]([NH2:8])=[N:6][C:4](=[O:5])[N:3]([C@@H:9]2[O:13][C@H:12]([CH2:14][OH:15])[C@@H:11]([OH:16])[C@@H:10]2[OH:17])[CH:2]=1.Cl[C:19]([O:21][CH:22]([C:24]1[CH:29]=[CH:28][C:27]([N+:30]([O-:32])=[O:31])=[CH:26][CH:25]=1)[CH3:23])=[O:20].C(=O)(O)[O-].[Na+]. (5) Given the product [Br:39][C:16]1[CH:17]=[CH:18][C:19]([O:21][Si:22]([C:35]([CH3:38])([CH3:37])[CH3:36])([C:23]2[CH:28]=[CH:27][CH:26]=[CH:25][CH:24]=2)[C:29]2[CH:34]=[CH:33][CH:32]=[CH:31][CH:30]=2)=[CH:20][C:15]=1[CH2:14][N:11]1[CH2:12][CH2:13][NH:8][CH2:9][C:10]1=[O:40], predict the reactants needed to synthesize it. The reactants are: C(OC([N:8]1[CH2:13][CH2:12][N:11]([CH2:14][C:15]2[CH:20]=[C:19]([O:21][Si:22]([C:35]([CH3:38])([CH3:37])[CH3:36])([C:29]3[CH:34]=[CH:33][CH:32]=[CH:31][CH:30]=3)[C:23]3[CH:28]=[CH:27][CH:26]=[CH:25][CH:24]=3)[CH:18]=[CH:17][C:16]=2[Br:39])[C:10](=[O:40])[CH2:9]1)=O)(C)(C)C.FC(F)(F)C(O)=O.C(=O)(O)[O-].[Na+]. (6) The reactants are: [Cl-:1].C([O:5][C@@H:6]([CH2:36][N+:37]([CH3:40])([CH3:39])[CH3:38])[CH2:7][C:8]([N:10]1[CH2:15][CH2:14][N:13]([C:16]2[CH:21]=[CH:20][C:19]([N:22]3[CH2:26][C@H:25]([CH2:27][O:28][C:29]4[CH:33]=[CH:32][O:31][N:30]=4)[O:24][C:23]3=[O:34])=[CH:18][C:17]=2[F:35])[CH2:12][CH2:11]1)=[O:9])(=O)C.C(=O)([O-])[O-].[K+].[K+]. Given the product [Cl-:1].[OH:5][C@@H:6]([CH2:36][N+:37]([CH3:38])([CH3:40])[CH3:39])[CH2:7][C:8]([N:10]1[CH2:11][CH2:12][N:13]([C:16]2[CH:21]=[CH:20][C:19]([N:22]3[CH2:26][C@H:25]([CH2:27][O:28][C:29]4[CH:33]=[CH:32][O:31][N:30]=4)[O:24][C:23]3=[O:34])=[CH:18][C:17]=2[F:35])[CH2:14][CH2:15]1)=[O:9], predict the reactants needed to synthesize it. (7) Given the product [C:1]([O:5][C:6](=[O:7])[N:8]([CH3:20])[CH2:9][C:10]#[C:11][C:12]1[S:13][CH:14]=[C:15]([C:17](=[O:19])[N:64]([CH3:63])[C@H:65]2[C:74]3[C:69](=[CH:70][CH:71]=[CH:72][CH:73]=3)[CH2:68][CH2:67][CH2:66]2)[N:16]=1)([CH3:2])([CH3:3])[CH3:4], predict the reactants needed to synthesize it. The reactants are: [C:1]([O:5][C:6]([N:8]([CH3:20])[CH2:9][C:10]#[C:11][C:12]1[S:13][CH:14]=[C:15]([C:17]([OH:19])=O)[N:16]=1)=[O:7])([CH3:4])([CH3:3])[CH3:2].C(N(C(C)C)CC)(C)C.C[NH3+].F[P-](F)(F)(F)(F)F.N1(OC(N(C)C)=[N+](C)C)C2N=CC=CC=2N=N1.F[P-](F)(F)(F)(F)F.[CH3:63][NH:64][C@H:65]1[C:74]2[C:69](=[CH:70][CH:71]=[CH:72][CH:73]=2)[CH2:68][CH2:67][CH2:66]1. (8) Given the product [Cl:13][CH2:12][CH:10]1[O:9][C:8](=[O:14])[N:7]([CH2:6][C:5]2[CH:15]=[CH:16][C:2]([C:21]3[CH:20]=[CH:19][C:18]([F:17])=[CH:23][C:22]=3[F:24])=[CH:3][CH:4]=2)[CH2:11]1, predict the reactants needed to synthesize it. The reactants are: Br[C:2]1[CH:16]=[CH:15][C:5]([CH2:6][N:7]2[CH2:11][CH:10]([CH2:12][Cl:13])[O:9][C:8]2=[O:14])=[CH:4][CH:3]=1.[F:17][C:18]1[CH:23]=[C:22]([F:24])[CH:21]=[CH:20][C:19]=1B(O)O. (9) Given the product [Br:1][C:2]1[CH:3]=[C:4]([C:13]2[N:17]([C:18]3[CH:23]=[CH:22][N:21]=[C:20]([C:24]([F:26])([F:25])[F:27])[CH:19]=3)[N:16]=[C:15]([C:28]([N:60]3[CH2:61][CH2:62][S:58][CH2:59]3)=[O:30])[CH:14]=2)[CH:5]=[C:6]([O:8][C:9]([F:11])([F:10])[F:12])[CH:7]=1, predict the reactants needed to synthesize it. The reactants are: [Br:1][C:2]1[CH:3]=[C:4]([C:13]2[N:17]([C:18]3[CH:23]=[CH:22][N:21]=[C:20]([C:24]([F:27])([F:26])[F:25])[CH:19]=3)[N:16]=[C:15]([C:28]([OH:30])=O)[CH:14]=2)[CH:5]=[C:6]([O:8][C:9]([F:12])([F:11])[F:10])[CH:7]=1.ClC1C=C(C2N(C3C=CC=CN=3)N=C(C(N3CC(=O)NC3)=O)C=2)C=C(F)C=1.[S:58]1[CH2:62][CH2:61][NH:60][CH2:59]1.